Dataset: Reaction yield outcomes from USPTO patents with 853,638 reactions. Task: Predict the reaction yield, written as a fraction of the theoretical maximum amount of product (1.0 means a 100% yield; for example, 0.34 means a 34% yield). (1) The reactants are [NH2:1][C:2]1[S:3][CH:4]=[CH:5][C:6]=1[C:7]#[N:8].[S:9]1[CH:13]=[CH:12][CH:11]=[C:10]1[CH:14]=O.C(O)(C(F)(F)F)=O. The catalyst is C(O)(C)C. The product is [S:9]1[CH:13]=[CH:12][CH:11]=[C:10]1[CH:14]=[N:1][C:2]1[S:3][CH:4]=[CH:5][C:6]=1[C:7]#[N:8]. The yield is 0.700. (2) The reactants are [CH:1](=O)[C:2]1[CH:7]=[CH:6][CH:5]=[CH:4][CH:3]=1.[CH3:9][C:10]([CH3:12])=[O:11].[OH-].[Na+].O. The catalyst is C(O)C. The product is [C:2]1([CH:1]=[CH:9][C:10](=[O:11])[CH:12]=[CH:1][C:2]2[CH:7]=[CH:6][CH:5]=[CH:4][CH:3]=2)[CH:7]=[CH:6][CH:5]=[CH:4][CH:3]=1. The yield is 0.820. (3) The reactants are [Br:1]Br.[F:3][C:4]([F:12])([F:11])[C:5]1[N:6]=[C:7]([NH2:10])[S:8][CH:9]=1. The catalyst is C(OCC)C. The product is [BrH:1].[Br:1][C:9]1[S:8][C:7]([NH2:10])=[N:6][C:5]=1[C:4]([F:12])([F:11])[F:3]. The yield is 0.900. (4) The reactants are [Cl:1][C:2]1[CH:7]=[CH:6][C:5]([CH2:8]Cl)=[CH:4][N:3]=1.[C:10]1(=[O:20])[NH:14][C:13](=[O:15])[C:12]2=[CH:16][CH:17]=[CH:18][CH:19]=[C:11]12. The catalyst is CN(C)C=O. The product is [Cl:1][C:2]1[CH:7]=[CH:6][C:5]([CH2:8][C:19]2[CH:18]=[CH:17][CH:16]=[C:12]3[C:11]=2[C:10](=[O:20])[NH:14][C:13]3=[O:15])=[CH:4][N:3]=1. The yield is 0.740. (5) The reactants are [N+:1]([C:4]1[CH:5]=[C:6]2[CH:12]=[C:11]([CH:13]=O)[N:10]([S:15]([C:18]3[CH:23]=[CH:22][CH:21]=[CH:20][CH:19]=3)(=[O:17])=[O:16])[C:7]2=[N:8][CH:9]=1)([O-:3])=[O:2].Cl.[CH3:25][NH:26][CH3:27].COC(OC)OC.C(O[BH-](OC(=O)C)OC(=O)C)(=O)C.[Na+].C([O-])(=O)C.[Na+].C(=O)(O)[O-].[Na+]. The catalyst is ClCCl.ClCCCl. The product is [CH3:25][N:26]([CH3:27])[CH2:13][C:11]1[N:10]([S:15]([C:18]2[CH:23]=[CH:22][CH:21]=[CH:20][CH:19]=2)(=[O:17])=[O:16])[C:7]2=[N:8][CH:9]=[C:4]([N+:1]([O-:3])=[O:2])[CH:5]=[C:6]2[CH:12]=1. The yield is 0.490. (6) The reactants are [Cl:1][C:2]1[C:3]([O:12][C:13]2[CH:18]=[C:17]([O:19][CH2:20][CH2:21][O:22][CH3:23])[CH:16]=[CH:15][C:14]=2/[CH:24]=[C:25](\[CH3:29])/[C:26](O)=[O:27])=[N:4][CH:5]=[C:6]([C:8]([F:11])([F:10])[F:9])[CH:7]=1.Cl.C(N=C=NCCCN(C)C)C.[Cl:42][C:43]1[CH:48]=[CH:47][C:46]([S:49]([NH2:52])(=[O:51])=[O:50])=[CH:45][CH:44]=1.Cl. The catalyst is C(#N)C.CN(C)C1C=CN=CC=1.C(OCC)(=O)C. The product is [Cl:42][C:43]1[CH:44]=[CH:45][C:46]([S:49]([NH:52][C:26](=[O:27])/[C:25](/[CH3:29])=[CH:24]/[C:14]2[CH:15]=[CH:16][C:17]([O:19][CH2:20][CH2:21][O:22][CH3:23])=[CH:18][C:13]=2[O:12][C:3]2[C:2]([Cl:1])=[CH:7][C:6]([C:8]([F:9])([F:11])[F:10])=[CH:5][N:4]=2)(=[O:50])=[O:51])=[CH:47][CH:48]=1. The yield is 0.540. (7) The reactants are FC(F)(F)S(O[C:7]1[C:8]([CH3:36])([CH3:35])[C@H:9]2[C@:22]([CH3:25])([CH2:23][CH:24]=1)[C@@H:21]1[C@:12]([CH3:34])([C@@:13]3([CH3:33])[C@H:18]([CH2:19][CH2:20]1)[C@H:17]1[C@H:26]([C:29]([CH3:31])=[CH2:30])[CH2:27][CH2:28][C@:16]1([NH2:32])[CH2:15][CH2:14]3)[CH2:11][CH2:10]2)(=O)=O.[F:39][CH2:40][C@:41]1([C:56]([O:58][CH2:59][C:60]2[CH:65]=[CH:64][CH:63]=[CH:62][CH:61]=2)=[O:57])[CH2:46][CH2:45][C:44](B2OC(C)(C)C(C)(C)O2)=[CH:43][CH2:42]1.[O-]P([O-])([O-])=O.[K+].[K+].[K+].CC(C1C=C(C(C)C)C(C2C=CC=CC=2P(C2CCCCC2)C2CCCCC2)=C(C(C)C)C=1)C. The catalyst is C1COCC1.O. The product is [NH2:32][C@:16]12[CH2:28][CH2:27][C@@H:26]([C:29]([CH3:31])=[CH2:30])[C@@H:17]1[C@@H:18]1[C@@:13]([CH3:33])([CH2:14][CH2:15]2)[C@@:12]2([CH3:34])[C@@H:21]([C@:22]3([CH3:25])[C@@H:9]([CH2:10][CH2:11]2)[C:8]([CH3:35])([CH3:36])[C:7]([C:44]2[CH2:45][CH2:46][C@:41]([CH2:40][F:39])([C:56]([O:58][CH2:59][C:60]4[CH:61]=[CH:62][CH:63]=[CH:64][CH:65]=4)=[O:57])[CH2:42][CH:43]=2)=[CH:24][CH2:23]3)[CH2:20][CH2:19]1. The yield is 0.950. (8) The reactants are [C:1]([O:7][CH2:8][CH3:9])(=[O:6])[CH2:2][C:3]([CH3:5])=O.[Br:10][C:11]1[CH:18]=[CH:17][CH:16]=[CH:15][C:12]=1[CH:13]=O.[CH3:19][O:20][C:21](=[O:26])/[CH:22]=[C:23](\[NH2:25])/[CH3:24].CC(O)=O. The catalyst is CCO.CCOC(C)=O. The product is [Br:10][C:11]1[CH:18]=[CH:17][CH:16]=[CH:15][C:12]=1[CH:13]1[C:22]([C:21]([O:20][CH3:19])=[O:26])=[C:23]([CH3:24])[NH:25][C:3]([CH3:5])=[C:2]1[C:1]([O:7][CH2:8][CH3:9])=[O:6]. The yield is 0.300.